From a dataset of hERG Central: cardiac toxicity at 1µM, 10µM, and general inhibition. Predict hERG channel inhibition at various concentrations. (1) The drug is CC(=O)c1cc(C(c2csc(C(C)=O)c2)c2csc(C(C)=O)c2)cs1. Results: hERG_inhib (hERG inhibition (general)): blocker. (2) The compound is O=C(c1cccc(S(=O)(=O)N2CCOCC2)c1)N(Cc1ccco1)Cc1cccs1. Results: hERG_inhib (hERG inhibition (general)): blocker. (3) The compound is CCC(CC)COC(=O)C(C#N)c1nc2ccccc2nc1N1CCN(CC)CC1. Results: hERG_inhib (hERG inhibition (general)): blocker. (4) The compound is COc1ccc(N2CCN(CCNC(=O)C3CCN(S(=O)(=O)c4cccs4)CC3)CC2)cc1. Results: hERG_inhib (hERG inhibition (general)): blocker. (5) The molecule is CC1CCCN(CCCOc2ccc(Cl)cc2Br)C1.O=C(O)C(=O)O. Results: hERG_inhib (hERG inhibition (general)): blocker. (6) The drug is O=C(CSc1ccc(-c2ccco2)nn1)Nc1cccc(F)c1. Results: hERG_inhib (hERG inhibition (general)): blocker. (7) The drug is O=[N+]([O-])c1ccc(N2CCN(c3cccc(Cl)c3)CC2)cn1. Results: hERG_inhib (hERG inhibition (general)): blocker. (8) The compound is COc1ccc(CN2CCCC(CO)(Cc3cccc(Cl)c3)C2)cc1OC. Results: hERG_inhib (hERG inhibition (general)): blocker.